The task is: Predict the product of the given reaction.. This data is from Forward reaction prediction with 1.9M reactions from USPTO patents (1976-2016). (1) The product is: [CH3:1][N:2]1[CH:6]=[CH:5][CH:4]=[C:3]1[C:7]([Cl:25])=[O:9]. Given the reactants [CH3:1][N:2]1[CH:6]=[CH:5][CH:4]=[C:3]1[C:7]([OH:9])=O.C1(NC2CCCCC2)CCCCC1.S(Cl)([Cl:25])=O, predict the reaction product. (2) Given the reactants C([O:5][C:6](=[O:52])[C:7]1[CH:12]=[CH:11][C:10]([CH2:13][CH:14]([NH:34][C:35]([O:37][CH2:38][CH:39]2[C:51]3[CH:50]=[CH:49][CH:48]=[CH:47][C:46]=3[C:45]3[C:40]2=[CH:41][CH:42]=[CH:43][CH:44]=3)=[O:36])[C:15](=[O:33])[N:16]2[CH2:21][CH2:20][CH2:19][CH2:18][CH:17]2[C:22]2[NH:23][CH:24]=[C:25]([C:27]3[CH:32]=[CH:31][CH:30]=[CH:29][CH:28]=3)[N:26]=2)=[CH:9][CH:8]=1)(C)(C)C.FC(F)(F)C(O)=O, predict the reaction product. The product is: [CH:50]1[C:51]2[CH:39]([CH2:38][O:37][C:35]([NH:34][CH:14]([C:15](=[O:33])[N:16]3[CH2:21][CH2:20][CH2:19][CH2:18][CH:17]3[C:22]3[NH:23][CH:24]=[C:25]([C:27]4[CH:28]=[CH:29][CH:30]=[CH:31][CH:32]=4)[N:26]=3)[CH2:13][C:10]3[CH:11]=[CH:12][C:7]([C:6]([OH:52])=[O:5])=[CH:8][CH:9]=3)=[O:36])[C:40]3[C:45](=[CH:44][CH:43]=[CH:42][CH:41]=3)[C:46]=2[CH:47]=[CH:48][CH:49]=1.